This data is from Peptide-MHC class II binding affinity with 134,281 pairs from IEDB. The task is: Regression. Given a peptide amino acid sequence and an MHC pseudo amino acid sequence, predict their binding affinity value. This is MHC class II binding data. (1) The peptide sequence is AAATAGYTVYGAFAA. The binding affinity (normalized) is 0.727. The MHC is HLA-DQA10501-DQB10301 with pseudo-sequence HLA-DQA10501-DQB10301. (2) The peptide sequence is RRLGARLATTGQL. The MHC is DRB1_0401 with pseudo-sequence DRB1_0401. The binding affinity (normalized) is 0.411.